Dataset: Full USPTO retrosynthesis dataset with 1.9M reactions from patents (1976-2016). Task: Predict the reactants needed to synthesize the given product. (1) Given the product [CH3:9][C:10]1[N:15]=[C:14]([C:16](=[N:7][OH:8])[NH2:17])[CH:13]=[C:12]([C:18]2[CH:23]=[CH:22][CH:21]=[CH:20][CH:19]=2)[N:11]=1, predict the reactants needed to synthesize it. The reactants are: C(=O)([O-])O.[Na+].Cl.[NH2:7][OH:8].[CH3:9][C:10]1[N:15]=[C:14]([C:16]#[N:17])[CH:13]=[C:12]([C:18]2[CH:23]=[CH:22][CH:21]=[CH:20][CH:19]=2)[N:11]=1. (2) Given the product [C:14]([C:11]1[N:12]([CH3:13])[C:8]([C:5]2[CH:6]=[CH:7][C:2]([NH:1][S:20]([CH2:16][CH2:17][CH2:18][CH3:19])(=[O:22])=[O:21])=[CH:3][CH:4]=2)=[CH:9][CH:10]=1)#[N:15], predict the reactants needed to synthesize it. The reactants are: [NH2:1][C:2]1[CH:7]=[CH:6][C:5]([C:8]2[N:12]([CH3:13])[C:11]([C:14]#[N:15])=[CH:10][CH:9]=2)=[CH:4][CH:3]=1.[CH2:16]([S:20](Cl)(=[O:22])=[O:21])[CH2:17][CH2:18][CH3:19]. (3) Given the product [NH2:1][C:2]1[C:3]([F:16])=[CH:4][C:5]([O:15][C:18]([CH3:25])([CH3:24])[C:19]([O:21][CH2:22][CH3:23])=[O:20])=[C:6]([N:8]2[C:12](=[O:13])[N:11]([CH3:14])[N:10]=[N:9]2)[CH:7]=1, predict the reactants needed to synthesize it. The reactants are: [NH2:1][C:2]1[C:3]([F:16])=[CH:4][C:5]([OH:15])=[C:6]([N:8]2[C:12](=[O:13])[N:11]([CH3:14])[N:10]=[N:9]2)[CH:7]=1.Br[C:18]([CH3:25])([CH3:24])[C:19]([O:21][CH2:22][CH3:23])=[O:20].C([O-])([O-])=O.[K+].[K+]. (4) Given the product [ClH:26].[CH2:1]([C:5]1([N:23]([CH3:25])[CH3:24])[CH2:6][CH2:7][CH:8]([C:11]2[NH:12][C:13]3[C:18]([C:19]=2[CH:20]2[CH2:21][CH2:22]2)=[CH:17][CH:16]=[CH:15][CH:14]=3)[CH2:9][CH2:10]1)[CH2:2][CH2:3][CH3:4], predict the reactants needed to synthesize it. The reactants are: [CH2:1]([C:5]1([N:23]([CH3:25])[CH3:24])[CH2:10][CH2:9][CH:8]([C:11]2[NH:12][C:13]3[C:18]([C:19]=2[CH:20]2[CH2:22][CH2:21]2)=[CH:17][CH:16]=[CH:15][CH:14]=3)[CH2:7][CH2:6]1)[CH2:2][CH2:3][CH3:4].[ClH:26]. (5) The reactants are: [Al].[N+:2](=[C:4]([S:8]([C:11]1[CH:16]=[CH:15][C:14]([CH3:17])=[CH:13][CH:12]=1)(=[O:10])=[O:9])C(=O)C)=[N-:3]. Given the product [N+:2](=[CH:4][S:8]([C:11]1[CH:16]=[CH:15][C:14]([CH3:17])=[CH:13][CH:12]=1)(=[O:10])=[O:9])=[N-:3], predict the reactants needed to synthesize it. (6) Given the product [OH:19][CH:16]1[CH2:17][CH2:27][CH:26]([N:22]2[C:2]3=[N:3][C:4]([OH:31])=[CH:5][CH:6]=[C:7]3[N:8]=[CH:23]2)[CH2:28][CH2:15]1, predict the reactants needed to synthesize it. The reactants are: Cl[C:2]1[C:7]([N+:8]([O-])=O)=[CH:6][CH:5]=[C:4](Cl)[N:3]=1.NC1C[CH2:17][CH:16]([OH:19])[CH2:15]C1.CC[N:22]([CH:26]([CH3:28])[CH3:27])[CH:23](C)C.C([OH:31])C. (7) Given the product [C:1]([C:4]1[CH:5]=[C:6]([C:18]2[CH:23]=[CH:22][C:21]([O:24][CH3:25])=[C:20]([C:26]3[C:27]([CH2:36][N:37]4[C@@H:41]([CH3:42])[C@@H:40]([C:43]5[CH:44]=[C:45]([C:53]([F:56])([F:55])[F:54])[CH:46]=[C:47]([C:49]([F:51])([F:52])[F:50])[CH:48]=5)[O:39][C:38]4=[O:57])=[N:28][C:29]([N:32]4[CH2:33][CH2:34][CH2:35]4)=[CH:30][CH:31]=3)[CH:19]=2)[CH:7]=[CH:8][C:9]=1[OH:10])(=[O:3])[CH3:2], predict the reactants needed to synthesize it. The reactants are: [C:1]([C:4]1[CH:5]=[C:6]([C:18]2[CH:23]=[CH:22][C:21]([O:24][CH3:25])=[C:20]([C:26]3[C:27]([CH2:36][N:37]4[C@@H:41]([CH3:42])[C@@H:40]([C:43]5[CH:48]=[C:47]([C:49]([F:52])([F:51])[F:50])[CH:46]=[C:45]([C:53]([F:56])([F:55])[F:54])[CH:44]=5)[O:39][C:38]4=[O:57])=[N:28][C:29]([N:32]4[CH2:35][CH2:34][CH2:33]4)=[CH:30][CH:31]=3)[CH:19]=2)[CH:7]=[CH:8][C:9]=1[O:10]CC1C=CC=CC=1)(=[O:3])[CH3:2]. (8) Given the product [CH3:32][C:31]1[N:1]=[C:2]2[CH:7]=[C:6]([NH:8][C:9]([C:11]3[N:12]([CH2:21][C:22]4[CH:27]=[CH:26][CH:25]=[C:24]([F:28])[CH:23]=4)[C:13]4[C:18]([CH:19]=3)=[CH:17][C:16]([F:20])=[CH:15][CH:14]=4)=[O:10])[CH:5]=[CH:4][N:3]2[CH:30]=1, predict the reactants needed to synthesize it. The reactants are: [NH2:1][C:2]1[CH:7]=[C:6]([NH:8][C:9]([C:11]2[N:12]([CH2:21][C:22]3[CH:27]=[CH:26][CH:25]=[C:24]([F:28])[CH:23]=3)[C:13]3[C:18]([CH:19]=2)=[CH:17][C:16]([F:20])=[CH:15][CH:14]=3)=[O:10])[CH:5]=[CH:4][N:3]=1.Cl[CH2:30][C:31](=O)[CH3:32]. (9) The reactants are: F[C:2]1[CH:11]=[CH:10][C:5]([C:6]([O:8][CH3:9])=[O:7])=[CH:4][N:3]=1.Cl.[CH3:13][CH:14]([CH3:34])[CH2:15][C@H:16]([C:18]1[CH:23]=[CH:22][C:21]([C:24]2[CH:29]=[CH:28][C:27]([C:30]([F:33])([F:32])[F:31])=[CH:26][CH:25]=2)=[CH:20][CH:19]=1)[NH2:17].C(=O)([O-])[O-].[K+].[K+]. Given the product [CH3:9][O:8][C:6](=[O:7])[C:5]1[CH:10]=[CH:11][C:2]([NH:17][C@@H:16]([C:18]2[CH:23]=[CH:22][C:21]([C:24]3[CH:29]=[CH:28][C:27]([C:30]([F:31])([F:32])[F:33])=[CH:26][CH:25]=3)=[CH:20][CH:19]=2)[CH2:15][CH:14]([CH3:34])[CH3:13])=[N:3][CH:4]=1, predict the reactants needed to synthesize it. (10) Given the product [Br:29][C:30]1[CH:31]=[C:32]2[C:36](=[CH:37][CH:38]=1)[NH:35][C:34]([C:48]([NH2:62])=[O:49])=[C:33]2[S:53]([NH:7][CH3:8])(=[O:55])=[O:54], predict the reactants needed to synthesize it. The reactants are: ClC1C=C2[C:8](=CC=1)[N:7](S(C1C=CC=CC=1)(=O)=O)C(C(OCC)=O)=C2S(Cl)(=O)=O.[Br:29][C:30]1[CH:31]=[C:32]2[C:36](=[CH:37][CH:38]=1)[N:35](S(C1C=CC=CC=1)(=O)=O)[C:34]([C:48](OCC)=[O:49])=[C:33]2[S:53](Cl)(=[O:55])=[O:54].Cl.CN.Cl.C[NH:62]CCC(OC)=O.